From a dataset of Full USPTO retrosynthesis dataset with 1.9M reactions from patents (1976-2016). Predict the reactants needed to synthesize the given product. (1) Given the product [Cl:32][C:6]1[CH:5]=[N:4][CH:3]=[C:2]([Cl:1])[C:7]=1[CH2:8][CH:9]([O:20][C:21](=[O:31])[CH:22]([C:24]1[CH:25]=[CH:26][C:27]([NH:30][S:41]([CH3:40])(=[O:43])=[O:42])=[CH:28][CH:29]=1)[CH3:23])[C:10]1[CH:15]=[CH:14][C:13]([O:16][CH3:17])=[C:12]([O:18][CH3:19])[CH:11]=1, predict the reactants needed to synthesize it. The reactants are: [Cl:1][C:2]1[CH:3]=[N:4][CH:5]=[C:6]([Cl:32])[C:7]=1[CH2:8][CH:9]([O:20][C:21](=[O:31])[CH:22]([C:24]1[CH:29]=[CH:28][C:27]([NH2:30])=[CH:26][CH:25]=1)[CH3:23])[C:10]1[CH:15]=[CH:14][C:13]([O:16][CH3:17])=[C:12]([O:18][CH3:19])[CH:11]=1.C(N(CC)CC)C.[CH3:40][S:41](Cl)(=[O:43])=[O:42]. (2) Given the product [C:1]([NH:5][C:6](=[O:11])[CH:7]([CH3:9])[CH3:8])([CH3:4])([CH3:3])[CH3:2], predict the reactants needed to synthesize it. The reactants are: [C:1]([NH:5][C:6](=[O:11])[C:7](C)([CH3:9])[CH3:8])([CH3:4])([CH3:3])[CH3:2].C(N)(C)(C)C.C(N(CC)CC)C.C(Cl)(=O)C(C)C. (3) Given the product [CH3:15][C@H:11]1[C:10](=[O:16])[O:9][CH2:8][C@@H:7]([C:17]2[CH:18]=[CH:19][CH:20]=[CH:21][CH:22]=2)[NH:6][C:5](=[O:23])[CH2:4][CH2:3][CH:2]2[NH:1][C:29](=[O:30])[O:14][CH:13]2[CH2:12]1, predict the reactants needed to synthesize it. The reactants are: [NH2:1][CH:2]1[CH:13]([OH:14])[CH2:12][C@@H:11]([CH3:15])[C:10](=[O:16])[O:9][CH2:8][C@@H:7]([C:17]2[CH:22]=[CH:21][CH:20]=[CH:19][CH:18]=2)[NH:6][C:5](=[O:23])[CH2:4][CH2:3]1.N1([C:29](N2C=CN=C2)=[O:30])C=CN=C1.CCN(C(C)C)C(C)C. (4) The reactants are: Br[C:2]1[CH:10]=[C:9]2[C:5]([CH:6]=[N:7][NH:8]2)=[CH:4][CH:3]=1.[Li]CCCC.CON(C)[C:19](=[O:21])[CH3:20]. Given the product [NH:8]1[C:9]2[C:5](=[CH:4][CH:3]=[C:2]([C:19](=[O:21])[CH3:20])[CH:10]=2)[CH:6]=[N:7]1, predict the reactants needed to synthesize it. (5) Given the product [OH:5][CH2:6][CH2:7][O:8][C:9]1[CH:10]=[C:11]([NH:17][CH:18]([C:31]2[CH:36]=[CH:35][CH:34]=[CH:33][CH:32]=2)[C:19]([C:21]2[C:29]3[C:24](=[CH:25][CH:26]=[CH:27][CH:28]=3)[N:23]([CH3:30])[CH:22]=2)=[O:20])[CH:12]=[C:13]([O:15][CH3:16])[CH:14]=1, predict the reactants needed to synthesize it. The reactants are: C([O:5][CH2:6][CH2:7][O:8][C:9]1[CH:10]=[C:11]([NH:17][CH:18]([C:31]2[CH:36]=[CH:35][CH:34]=[CH:33][CH:32]=2)[C:19]([C:21]2[C:29]3[C:24](=[CH:25][CH:26]=[CH:27][CH:28]=3)[N:23]([CH3:30])[CH:22]=2)=[O:20])[CH:12]=[C:13]([O:15][CH3:16])[CH:14]=1)(C)(C)C.O1CCOCC1.